This data is from Forward reaction prediction with 1.9M reactions from USPTO patents (1976-2016). The task is: Predict the product of the given reaction. The product is: [OH:12][C:6]1[C:5]([N+:13]([O-:15])=[O:14])=[CH:4][C:3]([CH:1]2[C:23]([C:24]3[CH:29]=[CH:28][CH:27]=[CH:26][CH:25]=3)=[C:22]([C:16]3[CH:21]=[CH:20][CH:19]=[CH:18][CH:17]=3)[NH:34][C:32](=[O:33])[NH:31]2)=[CH:11][C:7]=1[C:8]([OH:10])=[O:9]. Given the reactants [CH:1]([C:3]1[CH:4]=[C:5]([N+:13]([O-:15])=[O:14])[C:6]([OH:12])=[C:7]([CH:11]=1)[C:8]([OH:10])=[O:9])=O.[C:16]1([C:22](=O)[CH2:23][C:24]2[CH:29]=[CH:28][CH:27]=[CH:26][CH:25]=2)[CH:21]=[CH:20][CH:19]=[CH:18][CH:17]=1.[NH2:31][C:32]([NH2:34])=[O:33].Cl, predict the reaction product.